This data is from Catalyst prediction with 721,799 reactions and 888 catalyst types from USPTO. The task is: Predict which catalyst facilitates the given reaction. (1) Reactant: [OH:1][C:2]1[C:9]([CH3:10])=[CH:8][C:5]([CH:6]=[O:7])=[C:4]([CH3:11])[CH:3]=1.C(=O)([O-])[O-].[Cs+].[Cs+].[CH3:18][O:19][C:20](=[O:25])[C:21](Br)([CH3:23])[CH3:22]. Product: [CH3:18][O:19][C:20](=[O:25])[C:21]([O:1][C:2]1[CH:3]=[C:4]([CH3:11])[C:5]([CH:6]=[O:7])=[CH:8][C:9]=1[CH3:10])([CH3:23])[CH3:22]. The catalyst class is: 10. (2) Reactant: [Si:1]([O:8][CH2:9][C:10]1[CH:15]=[C:14]([C:16]([F:19])([F:18])[F:17])[CH:13]=[CH:12][C:11]=1[CH:20]([CH:22]1[CH2:26][CH2:25][CH2:24][CH2:23]1)[OH:21])([C:4]([CH3:7])([CH3:6])[CH3:5])([CH3:3])[CH3:2].[H-].[Na+].[CH3:29]I. Product: [CH:22]1([CH:20]([O:21][CH3:29])[C:11]2[CH:12]=[CH:13][C:14]([C:16]([F:18])([F:19])[F:17])=[CH:15][C:10]=2[CH2:9][O:8][Si:1]([C:4]([CH3:7])([CH3:6])[CH3:5])([CH3:3])[CH3:2])[CH2:23][CH2:24][CH2:25][CH2:26]1. The catalyst class is: 1. (3) Reactant: [CH:1]([C@@H:14]1[CH2:16][O:15]1)([C:8]1[CH:13]=[CH:12][CH:11]=[CH:10][CH:9]=1)[C:2]1[CH:7]=[CH:6][CH:5]=[CH:4][CH:3]=1.[CH:17]([Mg]Br)=[CH2:18]. Product: [C:2]1([CH:1]([C:8]2[CH:13]=[CH:12][CH:11]=[CH:10][CH:9]=2)[C@@H:14]([OH:15])[CH2:16][CH:17]=[CH2:18])[CH:7]=[CH:6][CH:5]=[CH:4][CH:3]=1. The catalyst class is: 356. (4) Reactant: [O:1]1[CH:5]=[CH:4][CH:3]=[C:2]1[C:6]1[CH:35]=[CH:34][C:9]([C:10]([N:12]([CH2:16][C:17]2[CH:33]=[CH:32][CH:31]=[CH:30][C:18]=2[O:19][CH2:20][CH2:21][CH2:22][CH2:23][CH2:24][C:25]([O:27]CC)=[O:26])[CH:13]([CH3:15])[CH3:14])=[O:11])=[CH:8][N:7]=1.O.[OH-].[Li+]. Product: [O:1]1[CH:5]=[CH:4][CH:3]=[C:2]1[C:6]1[CH:35]=[CH:34][C:9]([C:10]([N:12]([CH2:16][C:17]2[CH:33]=[CH:32][CH:31]=[CH:30][C:18]=2[O:19][CH2:20][CH2:21][CH2:22][CH2:23][CH2:24][C:25]([OH:27])=[O:26])[CH:13]([CH3:15])[CH3:14])=[O:11])=[CH:8][N:7]=1. The catalyst class is: 278. (5) Reactant: [Br:1][C:2]1[CH:7]=[CH:6][C:5]([Cl:8])=[CH:4][C:3]=1[CH3:9].C1C(=O)N([Br:17])C(=O)C1.C(OOC(=O)C1C=CC=CC=1)(=O)C1C=CC=CC=1. Product: [Br:1][C:2]1[CH:7]=[CH:6][C:5]([Cl:8])=[CH:4][C:3]=1[CH2:9][Br:17]. The catalyst class is: 53. (6) Product: [N+:1]([C:4]1[CH:5]=[CH:6][C:7]([C:10]2[O:11][CH:23]=[N:22][CH:24]=2)=[N:8][CH:9]=1)([O-:3])=[O:2]. Reactant: [N+:1]([C:4]1[CH:5]=[CH:6][C:7]([CH:10]=[O:11])=[N:8][CH:9]=1)([O-:3])=[O:2].S([N+:22]#[C-:23])(C1C=CC(C)=CC=1)(=O)=O.[C:24]([O-])([O-])=O.[K+].[K+]. The catalyst class is: 5. (7) The catalyst class is: 7. Reactant: [C:1]([N:9]=[C:10]=[S:11])(=[O:8])[C:2]1[CH:7]=[CH:6][CH:5]=[CH:4][CH:3]=1.[Br:12][C:13]1[CH:14]=[CH:15][C:16]([F:37])=[C:17]([C:19]23[CH2:26][N:25]([C:27]([O:29][CH2:30][C:31]4[CH:36]=[CH:35][CH:34]=[CH:33][CH:32]=4)=[O:28])[CH2:24][CH:23]2[CH2:22][O:21][NH:20]3)[CH:18]=1. Product: [C:1]([NH:9][C:10]([N:20]1[C:19]2([C:17]3[CH:18]=[C:13]([Br:12])[CH:14]=[CH:15][C:16]=3[F:37])[CH2:26][N:25]([C:27]([O:29][CH2:30][C:31]3[CH:32]=[CH:33][CH:34]=[CH:35][CH:36]=3)=[O:28])[CH2:24][CH:23]2[CH2:22][O:21]1)=[S:11])(=[O:8])[C:2]1[CH:7]=[CH:6][CH:5]=[CH:4][CH:3]=1.